This data is from NCI-60 drug combinations with 297,098 pairs across 59 cell lines. The task is: Regression. Given two drug SMILES strings and cell line genomic features, predict the synergy score measuring deviation from expected non-interaction effect. (1) Drug 1: C1=NC2=C(N1)C(=S)N=C(N2)N. Drug 2: C1C(C(OC1N2C=NC3=C2NC=NCC3O)CO)O. Synergy scores: CSS=24.3, Synergy_ZIP=-5.03, Synergy_Bliss=-2.01, Synergy_Loewe=-10.5, Synergy_HSA=-1.19. Cell line: OVCAR-4. (2) Drug 1: CCN(CC)CCNC(=O)C1=C(NC(=C1C)C=C2C3=C(C=CC(=C3)F)NC2=O)C. Drug 2: CC1=C(C(=O)C2=C(C1=O)N3CC4C(C3(C2COC(=O)N)OC)N4)N. Cell line: HCT-15. Synergy scores: CSS=44.3, Synergy_ZIP=-5.29, Synergy_Bliss=-12.1, Synergy_Loewe=-17.1, Synergy_HSA=-6.75. (3) Drug 1: CCN(CC)CCNC(=O)C1=C(NC(=C1C)C=C2C3=C(C=CC(=C3)F)NC2=O)C. Drug 2: C1=CN(C=N1)CC(O)(P(=O)(O)O)P(=O)(O)O. Cell line: A549. Synergy scores: CSS=-4.84, Synergy_ZIP=2.47, Synergy_Bliss=1.41, Synergy_Loewe=-1.47, Synergy_HSA=-2.41. (4) Drug 1: C1C(C(OC1N2C=NC3=C(N=C(N=C32)Cl)N)CO)O. Drug 2: CC1CCC2CC(C(=CC=CC=CC(CC(C(=O)C(C(C(=CC(C(=O)CC(OC(=O)C3CCCCN3C(=O)C(=O)C1(O2)O)C(C)CC4CCC(C(C4)OC)OCCO)C)C)O)OC)C)C)C)OC. Cell line: KM12. Synergy scores: CSS=9.96, Synergy_ZIP=-3.95, Synergy_Bliss=-2.85, Synergy_Loewe=-2.87, Synergy_HSA=-1.48. (5) Drug 1: COC1=CC(=CC(=C1O)OC)C2C3C(COC3=O)C(C4=CC5=C(C=C24)OCO5)OC6C(C(C7C(O6)COC(O7)C8=CC=CS8)O)O. Drug 2: CN(C)C1=NC(=NC(=N1)N(C)C)N(C)C. Cell line: HCT-15. Synergy scores: CSS=40.4, Synergy_ZIP=-1.51, Synergy_Bliss=-6.93, Synergy_Loewe=-72.7, Synergy_HSA=-8.89. (6) Drug 1: CCC1(CC2CC(C3=C(CCN(C2)C1)C4=CC=CC=C4N3)(C5=C(C=C6C(=C5)C78CCN9C7C(C=CC9)(C(C(C8N6C)(C(=O)OC)O)OC(=O)C)CC)OC)C(=O)OC)O.OS(=O)(=O)O. Drug 2: COC1=C2C(=CC3=C1OC=C3)C=CC(=O)O2. Cell line: NCI/ADR-RES. Synergy scores: CSS=2.00, Synergy_ZIP=2.50, Synergy_Bliss=2.48, Synergy_Loewe=-2.12, Synergy_HSA=0.201. (7) Drug 1: C1CN1C2=NC(=NC(=N2)N3CC3)N4CC4. Drug 2: CN(C)N=NC1=C(NC=N1)C(=O)N. Cell line: SK-MEL-5. Synergy scores: CSS=47.8, Synergy_ZIP=-4.60, Synergy_Bliss=2.41, Synergy_Loewe=-12.7, Synergy_HSA=3.44. (8) Drug 1: C1=C(C(=O)NC(=O)N1)N(CCCl)CCCl. Drug 2: CCC(=C(C1=CC=CC=C1)C2=CC=C(C=C2)OCCN(C)C)C3=CC=CC=C3.C(C(=O)O)C(CC(=O)O)(C(=O)O)O. Cell line: 786-0. Synergy scores: CSS=45.0, Synergy_ZIP=-0.615, Synergy_Bliss=1.31, Synergy_Loewe=0.280, Synergy_HSA=2.31. (9) Drug 1: CC1=C(C=C(C=C1)NC(=O)C2=CC=C(C=C2)CN3CCN(CC3)C)NC4=NC=CC(=N4)C5=CN=CC=C5. Drug 2: CC1CCC2CC(C(=CC=CC=CC(CC(C(=O)C(C(C(=CC(C(=O)CC(OC(=O)C3CCCCN3C(=O)C(=O)C1(O2)O)C(C)CC4CCC(C(C4)OC)OCCO)C)C)O)OC)C)C)C)OC. Cell line: CCRF-CEM. Synergy scores: CSS=6.31, Synergy_ZIP=-1.58, Synergy_Bliss=4.25, Synergy_Loewe=-5.68, Synergy_HSA=0.531.